Dataset: Full USPTO retrosynthesis dataset with 1.9M reactions from patents (1976-2016). Task: Predict the reactants needed to synthesize the given product. (1) The reactants are: Br[C:2]1[CH:16]=[CH:15][C:5]2[N:6]([CH:9]3[CH2:14][CH2:13][CH2:12][CH2:11][O:10]3)[CH:7]=[N:8][C:4]=2[C:3]=1[O:17][CH3:18].[CH:19](/B(O)O)=[CH:20]\[C:21]1[CH:26]=[CH:25][CH:24]=[CH:23][CH:22]=1.C([O-])([O-])=O.[Cs+].[Cs+]. Given the product [CH3:18][O:17][C:3]1[C:4]2[N:8]=[CH:7][N:6]([CH:9]3[CH2:14][CH2:13][CH2:12][CH2:11][O:10]3)[C:5]=2[CH:15]=[CH:16][C:2]=1[CH:19]=[CH:20][C:21]1[CH:26]=[CH:25][CH:24]=[CH:23][CH:22]=1, predict the reactants needed to synthesize it. (2) Given the product [Br:3][C:12]1[C:11]2[C:7]([NH2:6])=[N:8][NH:9][C:10]=2[CH:15]=[CH:14][N:13]=1, predict the reactants needed to synthesize it. The reactants are: P(Br)(Br)([Br:3])=O.[NH2:6][C:7]1[C:11]2[C:12](O)=[N:13][CH:14]=[CH:15][C:10]=2[NH:9][N:8]=1.C(=O)(O)[O-].[Na+].